From a dataset of Catalyst prediction with 721,799 reactions and 888 catalyst types from USPTO. Predict which catalyst facilitates the given reaction. (1) Reactant: [CH2:1]([N:8]1[CH2:13][CH2:12][C:11](=O)[CH2:10][CH2:9]1)[C:2]1[CH:7]=[CH:6][CH:5]=[CH:4][CH:3]=1.[CH3:15][C:16]1[CH:23]=[CH:22][C:19]([CH2:20][NH2:21])=[CH:18][CH:17]=1.[BH4-].[Na+]. Product: [CH3:15][C:16]1[CH:23]=[CH:22][C:19]([CH2:20][NH:21][CH:11]2[CH2:12][CH2:13][N:8]([CH2:1][C:2]3[CH:7]=[CH:6][CH:5]=[CH:4][CH:3]=3)[CH2:9][CH2:10]2)=[CH:18][CH:17]=1. The catalyst class is: 5. (2) Reactant: C(OC([NH:8][C:9]1[CH:14]=[CH:13][CH:12]=[C:11]([Br:15])[C:10]=1[F:16])=O)(C)(C)C. Product: [Br:15][C:11]1[C:10]([F:16])=[C:9]([NH2:8])[CH:14]=[CH:13][CH:12]=1. The catalyst class is: 89. (3) Reactant: [OH:1][C@H:2]1[C:10]2[C:5](=[CH:6][CH:7]=[CH:8][CH:9]=2)[CH2:4][C@:3]1([CH2:20][C:21]1[CH:29]=[CH:28][C:24]([C:25](O)=[O:26])=[CH:23][CH:22]=1)[C:11]1[CH2:12][C:13]2[C:18]([CH:19]=1)=[CH:17][CH:16]=[CH:15][CH:14]=2.C[CH2:31][N:32](CC)CC.CN.C(P1(=O)OP(CCC)(=O)OP(CCC)(=O)O1)CC. Product: [OH:1][C@H:2]1[C:10]2[C:5](=[CH:6][CH:7]=[CH:8][CH:9]=2)[CH2:4][C@:3]1([CH2:20][C:21]1[CH:29]=[CH:28][C:24]([C:25]([NH:32][CH3:31])=[O:26])=[CH:23][CH:22]=1)[C:11]1[CH2:12][C:13]2[C:18]([CH:19]=1)=[CH:17][CH:16]=[CH:15][CH:14]=2. The catalyst class is: 2. (4) Reactant: [Br:1][C:2]1[CH:3]=[N:4][N:5]2[C:10](Cl)=[CH:9][C:8]([C:12]3[CH:17]=[CH:16][CH:15]=[CH:14][C:13]=3[Cl:18])=[N:7][C:6]=12.[C:19]([O:23][C:24]([N:26]1[CH2:31][CH2:30][CH2:29][CH2:28][CH:27]1[CH2:32][CH2:33][NH2:34])=[O:25])([CH3:22])([CH3:21])[CH3:20].C(N(C(C)C)CC)(C)C. Product: [C:19]([O:23][C:24]([N:26]1[CH2:31][CH2:30][CH2:29][CH2:28][CH:27]1[CH2:32][CH2:33][NH:34][C:10]1[N:5]2[N:4]=[CH:3][C:2]([Br:1])=[C:6]2[N:7]=[C:8]([C:12]2[CH:17]=[CH:16][CH:15]=[CH:14][C:13]=2[Cl:18])[CH:9]=1)=[O:25])([CH3:22])([CH3:21])[CH3:20]. The catalyst class is: 12.